This data is from Forward reaction prediction with 1.9M reactions from USPTO patents (1976-2016). The task is: Predict the product of the given reaction. (1) The product is: [CH2:1]([N:5]([CH2:6][CH:7]([CH3:9])[CH3:8])[C:15]([NH2:14])=[O:16])[CH:2]([CH3:4])[CH3:3]. Given the reactants [CH2:1]([NH:5][CH2:6][CH:7]([CH3:9])[CH3:8])[CH:2]([CH3:4])[CH3:3].ClS([N:14]=[C:15]=[O:16])(=O)=O.O, predict the reaction product. (2) The product is: [CH:45]([N:29]1[CH:30]=[CH:31][CH:32]=[CH:33][CH:28]1[C:27]([NH:26][NH:25][C:19](=[O:21])/[CH:18]=[CH:17]/[C:10]1[C:11]2[C:16](=[CH:15][CH:14]=[CH:13][CH:12]=2)[N:8]([C:6]([O:5][C:1]([CH3:2])([CH3:4])[CH3:3])=[O:7])[CH:9]=1)=[O:34])([CH3:46])[CH3:44]. Given the reactants [C:1]([O:5][C:6]([N:8]1[C:16]2[C:11](=[CH:12][CH:13]=[CH:14][CH:15]=2)[C:10](/[CH:17]=[CH:18]/[C:19]([OH:21])=O)=[CH:9]1)=[O:7])([CH3:4])([CH3:3])[CH3:2].C([NH:25][NH:26][C:27](=[O:34])[C:28]1[CH:33]=[CH:32][CH:31]=[CH:30][N:29]=1)(C)C.CN(C(ON1N=N[C:45]2[CH:46]=CC=N[C:44]1=2)=[N+](C)C)C.F[P-](F)(F)(F)(F)F.C(N(CC)C(C)C)(C)C, predict the reaction product. (3) Given the reactants [N+:1]([C:4]1[CH:5]=[C:6]([CH2:11][C@H:12]([NH:26][C:27]([C@H:29]2[CH2:34][CH2:33][C@H:32]([CH2:35][CH3:36])[CH2:31][CH2:30]2)=[O:28])[C:13]2[O:14][CH:15]=[C:16]([C:18]3[CH:23]=[CH:22][C:21]([Cl:24])=[CH:20][C:19]=3[Cl:25])[N:17]=2)[CH:7]=[CH:8][C:9]=1[OH:10])([O-])=O.Br[CH2:38][C:39]1[CH:48]=[CH:47][C:42]([C:43]([O:45]C)=[O:44])=[CH:41][CH:40]=1, predict the reaction product. The product is: [NH2:1][C:4]1[CH:5]=[C:6]([CH2:11][C@@H:12]([C:13]2[O:14][CH:15]=[C:16]([C:18]3[CH:23]=[CH:22][C:21]([Cl:24])=[CH:20][C:19]=3[Cl:25])[N:17]=2)[NH:26][C:27]([C@H:29]2[CH2:34][CH2:33][C@H:32]([CH2:35][CH3:36])[CH2:31][CH2:30]2)=[O:28])[CH:7]=[CH:8][C:9]=1[O:10][CH2:38][C:39]1[CH:48]=[CH:47][C:42]([C:43]([OH:45])=[O:44])=[CH:41][CH:40]=1. (4) Given the reactants [CH:1]([C:3]1[CH:8]=[CH:7][C:6]([N:9]2[CH2:14][CH2:13][CH:12]([C:15]([O:17][CH3:18])=[O:16])[CH2:11][CH2:10]2)=[C:5]([NH:19][C:20]([C:22]2[CH:26]=[C:25]([CH3:27])[O:24][N:23]=2)=[O:21])[CH:4]=1)=O.C(O)(=O)C.[C:32]1([C@H:38]([NH2:40])[CH3:39])[CH:37]=[CH:36][CH:35]=[CH:34][CH:33]=1.[BH-](OC(C)=O)(OC(C)=O)OC(C)=O.[Na+], predict the reaction product. The product is: [CH3:27][C:25]1[O:24][N:23]=[C:22]([C:20]([NH:19][C:5]2[CH:4]=[C:3]([CH2:1][NH:40][C@@H:38]([C:32]3[CH:37]=[CH:36][CH:35]=[CH:34][CH:33]=3)[CH3:39])[CH:8]=[CH:7][C:6]=2[N:9]2[CH2:14][CH2:13][CH:12]([C:15]([O:17][CH3:18])=[O:16])[CH2:11][CH2:10]2)=[O:21])[CH:26]=1. (5) The product is: [NH:42]1[C:43]([CH2:45][NH:46][C:6]([N:15]2[CH2:16][C@H:17]3[C@H:18]([CH2:19][CH2:20][N:21]([C:24](=[O:38])/[CH:25]=[CH:26]/[C:27]4[CH:32]=[CH:31][C:30]([O:33][C:34]([F:35])([F:36])[F:37])=[CH:29][CH:28]=4)[CH2:22][CH2:23]3)[CH2:14]2)=[O:12])=[CH:44][N:40]=[N:41]1. Given the reactants ClC(O[C:6](=[O:12])OC(Cl)(Cl)Cl)(Cl)Cl.Cl.[CH2:14]1[C@H:18]2[CH2:19][CH2:20][N:21]([C:24](=[O:38])/[CH:25]=[CH:26]/[C:27]3[CH:32]=[CH:31][C:30]([O:33][C:34]([F:37])([F:36])[F:35])=[CH:29][CH:28]=3)[CH2:22][CH2:23][C@H:17]2[CH2:16][NH:15]1.Cl.[NH:40]1[CH:44]=[C:43]([CH2:45][NH2:46])[N:42]=[N:41]1.C(N(CC)CC)C, predict the reaction product. (6) Given the reactants Cl.[NH2:2][CH2:3][C@@H:4]([C:6]1[C:14]2[S:13][C:12](=[O:15])[NH:11][C:10]=2[C:9]([OH:16])=[CH:8][CH:7]=1)[OH:5].[Cl:17][C:18]1[CH:19]=[C:20]([CH2:24][CH2:25][N:26]([CH2:34][CH2:35][CH2:36][S:37][CH2:38][CH:39]=O)[C:27](=[O:33])[O:28][C:29]([CH3:32])([CH3:31])[CH3:30])[CH:21]=[CH:22][CH:23]=1, predict the reaction product. The product is: [Cl:17][C:18]1[CH:19]=[C:20]([CH2:24][CH2:25][N:26]([CH2:34][CH2:35][CH2:36][S:37][CH2:38][CH2:39][NH:2][CH2:3][C@H:4]([OH:5])[C:6]2[C:14]3[S:13][C:12](=[O:15])[NH:11][C:10]=3[C:9]([OH:16])=[CH:8][CH:7]=2)[C:27](=[O:33])[O:28][C:29]([CH3:30])([CH3:31])[CH3:32])[CH:21]=[CH:22][CH:23]=1. (7) Given the reactants [CH2:1]([C:3]1[N:8]=[C:7]([CH2:9][N:10]2[CH2:13][CH:12]([C:14]([O:16]C)=[O:15])[CH2:11]2)[CH:6]=[CH:5][C:4]=1[C:18]1[N:22]=[C:21]([C:23]2[CH:28]=[CH:27][C:26]([CH2:29][CH:30]([CH3:32])[CH3:31])=[C:25]([CH3:33])[CH:24]=2)[O:20][N:19]=1)[CH3:2].[OH-].[Na+], predict the reaction product. The product is: [CH2:1]([C:3]1[N:8]=[C:7]([CH2:9][N:10]2[CH2:13][CH:12]([C:14]([OH:16])=[O:15])[CH2:11]2)[CH:6]=[CH:5][C:4]=1[C:18]1[N:22]=[C:21]([C:23]2[CH:28]=[CH:27][C:26]([CH2:29][CH:30]([CH3:32])[CH3:31])=[C:25]([CH3:33])[CH:24]=2)[O:20][N:19]=1)[CH3:2]. (8) Given the reactants [N:1]([CH2:4][CH:5]1[CH2:9][CH2:8][CH:7]([CH2:10][N:11]=[N+]=[N-])[O:6]1)=[N+]=[N-], predict the reaction product. The product is: [NH2:1][CH2:4][CH:5]1[CH2:9][CH2:8][CH:7]([CH2:10][NH2:11])[O:6]1. (9) Given the reactants [CH:1]1([CH:6]([C:10]2[CH:15]=[CH:14][C:13]([CH2:16][N:17]3[C:22](=[O:23])[CH2:21][O:20][C:19]([C:24]4[CH:29]=[CH:28][CH:27]=[CH:26][CH:25]=4)=[N:18]3)=[CH:12][CH:11]=2)[C:7](O)=[O:8])[CH2:5][CH2:4][CH2:3][CH2:2]1.Cl.[NH2:31][CH2:32][CH2:33][CH2:34][CH2:35][CH2:36][CH2:37][C:38]([O:40][CH3:41])=[O:39].CN(C(ON1N=NC2C=CC=NC1=2)=[N+](C)C)C.F[P-](F)(F)(F)(F)F.N1C=CC=CC=1, predict the reaction product. The product is: [CH:1]1([CH:6]([C:10]2[CH:15]=[CH:14][C:13]([CH2:16][N:17]3[C:22](=[O:23])[CH2:21][O:20][C:19]([C:24]4[CH:29]=[CH:28][CH:27]=[CH:26][CH:25]=4)=[N:18]3)=[CH:12][CH:11]=2)[C:7]([NH:31][CH2:32][CH2:33][CH2:34][CH2:35][CH2:36][CH2:37][C:38]([O:40][CH3:41])=[O:39])=[O:8])[CH2:5][CH2:4][CH2:3][CH2:2]1.